Predict which catalyst facilitates the given reaction. From a dataset of Catalyst prediction with 721,799 reactions and 888 catalyst types from USPTO. (1) Reactant: [CH:1]([C:4]1[CH:5]=[C:6]([CH:9]=[C:10]([CH:21]([CH3:23])[CH3:22])[C:11]=1[O:12][CH2:13][CH2:14][N:15]1[CH2:20][CH2:19][O:18][CH2:17][CH2:16]1)[CH:7]=O)([CH3:3])[CH3:2].[Br:24][C:25]1[CH:26]=[C:27]2[C:31](=[CH:32][CH:33]=1)[NH:30][C:29](=[O:34])[CH2:28]2.N1CCCC1.Cl. Product: [Br:24][C:25]1[CH:26]=[C:27]2[C:31](=[CH:32][CH:33]=1)[NH:30][C:29](=[O:34])[C:28]2=[CH:7][C:6]1[CH:5]=[C:4]([CH:1]([CH3:3])[CH3:2])[C:11]([O:12][CH2:13][CH2:14][N:15]2[CH2:20][CH2:19][O:18][CH2:17][CH2:16]2)=[C:10]([CH:21]([CH3:23])[CH3:22])[CH:9]=1. The catalyst class is: 8. (2) Reactant: Cl[C:2]1[N:3]=[CH:4][C:5]2[N:11]([CH2:12][CH2:13][CH3:14])[C:10](=[O:15])[C:9]([F:17])([F:16])[CH2:8][N:7]([CH:18]3[CH2:22][CH2:21][CH2:20][CH2:19]3)[C:6]=2[N:23]=1.[NH2:24][C:25]1[CH:40]=[CH:39][C:28]([C:29]([NH:31][CH:32]2[CH2:37][CH2:36][N:35]([CH3:38])[CH2:34][CH2:33]2)=[O:30])=[CH:27][C:26]=1[O:41][CH3:42].O.C1(C)C=CC(S(O)(=O)=O)=CC=1. Product: [CH:18]1([N:7]2[CH2:8][C:9]([F:17])([F:16])[C:10](=[O:15])[N:11]([CH2:12][CH2:13][CH3:14])[C:5]3[CH:4]=[N:3][C:2]([NH:24][C:25]4[CH:40]=[CH:39][C:28]([C:29]([NH:31][CH:32]5[CH2:33][CH2:34][N:35]([CH3:38])[CH2:36][CH2:37]5)=[O:30])=[CH:27][C:26]=4[O:41][CH3:42])=[N:23][C:6]2=3)[CH2:22][CH2:21][CH2:20][CH2:19]1. The catalyst class is: 41. (3) Reactant: [Cl:1][CH2:2][C:3](Cl)=[O:4].[CH3:6][O:7][C:8]1[CH:9]=[C:10]2[C:15](=[CH:16][C:17]=1[O:18][CH2:19][CH2:20][N:21]1[CH2:26][CH2:25][NH:24][CH2:23][CH2:22]1)[N:14]=[CH:13][N:12]=[C:11]2[O:27][C:28]1[CH:29]=[C:30]2[C:34](=[CH:35][CH:36]=1)[NH:33][C:32]([CH2:37]C)=[CH:31]2.CCN(C(C)C)C(C)C.CO. Product: [Cl:1][CH2:2][C:3]([N:24]1[CH2:23][CH2:22][N:21]([CH2:20][CH2:19][O:18][C:17]2[CH:16]=[C:15]3[C:10]([C:11]([O:27][C:28]4[CH:29]=[C:30]5[C:34](=[CH:35][CH:36]=4)[NH:33][C:32]([CH3:37])=[CH:31]5)=[N:12][CH:13]=[N:14]3)=[CH:9][C:8]=2[O:7][CH3:6])[CH2:26][CH2:25]1)=[O:4]. The catalyst class is: 4.